Task: Predict the product of the given reaction.. Dataset: Forward reaction prediction with 1.9M reactions from USPTO patents (1976-2016) (1) Given the reactants [CH2:1]([C:5]1[N:6]=[C:7]([CH3:27])[NH:8][C:9](=[O:26])[C:10]=1[CH2:11][C:12]1[CH:17]=[CH:16][C:15]([C:18]2[C:19]([C:24]#[N:25])=[CH:20][CH:21]=[CH:22][CH:23]=2)=[CH:14][CH:13]=1)[CH2:2][CH2:3][CH3:4].[H-].[Na+].Br[CH2:31][CH2:32][C:33]1[CH:38]=[CH:37][CH:36]=[C:35]([F:39])[CH:34]=1.[Cl-].O[NH3+:42].[C:43](=[O:46])([O-])[OH:44].[Na+], predict the reaction product. The product is: [CH2:1]([C:5]1[N:6]=[C:7]([CH3:27])[N:8]([CH2:31][CH2:32][C:33]2[CH:38]=[CH:37][CH:36]=[C:35]([F:39])[CH:34]=2)[C:9](=[O:26])[C:10]=1[CH2:11][C:12]1[CH:17]=[CH:16][C:15]([C:18]2[CH:23]=[CH:22][CH:21]=[CH:20][C:19]=2[C:24]2[NH:42][C:43](=[O:46])[O:44][N:25]=2)=[CH:14][CH:13]=1)[CH2:2][CH2:3][CH3:4]. (2) Given the reactants C(C[O:4][C:5](=O)[CH2:6][CH2:7][CH2:8][CH2:9][C:10]1[C:18]2[C:13](=[CH:14][CH:15]=[CH:16][CH:17]=2)[NH:12][CH:11]=1)#N.[NH3:20], predict the reaction product. The product is: [NH:12]1[C:13]2[C:18](=[CH:17][CH:16]=[CH:15][CH:14]=2)[C:10]([CH2:9][CH2:8][CH2:7][CH2:6][C:5]([NH2:20])=[O:4])=[CH:11]1. (3) Given the reactants [CH2:1]([C:3]1[CH:8]=[CH:7][C:6]([NH:9][C:10]([N:12]2[CH2:17][CH2:16][N:15]([C:18]([O:20][C:21]([CH3:24])([CH3:23])[CH3:22])=[O:19])[CH2:14][CH:13]2[CH2:25]O)=[O:11])=[CH:5][CH:4]=1)[CH3:2].C1CCN2C(=NCCC2)CC1.CS(Cl)(=O)=O.O, predict the reaction product. The product is: [CH2:1]([C:3]1[CH:4]=[CH:5][C:6]([N:9]2[CH2:25][CH:13]3[CH2:14][N:15]([C:18]([O:20][C:21]([CH3:22])([CH3:24])[CH3:23])=[O:19])[CH2:16][CH2:17][N:12]3[C:10]2=[O:11])=[CH:7][CH:8]=1)[CH3:2]. (4) Given the reactants [Cl:1][C:2]1[CH:17]=[CH:16][C:15]([N+:18]([O-:20])=[O:19])=[CH:14][C:3]=1[C:4]([NH:6][C:7]1[C:8](Cl)=[N:9][CH:10]=[CH:11][CH:12]=1)=O.COC1C=CC(P2(SP(C3C=CC(OC)=CC=3)(=S)S2)=[S:30])=CC=1.C(OCC)(=O)C, predict the reaction product. The product is: [Cl:1][C:2]1[CH:17]=[CH:16][C:15]([N+:18]([O-:20])=[O:19])=[CH:14][C:3]=1[C:4]1[S:30][C:8]2[C:7]([N:6]=1)=[CH:12][CH:11]=[CH:10][N:9]=2. (5) Given the reactants [NH2:1][C:2]1[CH:3]=[C:4]([CH:7]=[C:8]([N+:10]([O-:12])=[O:11])[CH:9]=1)[C:5]#[N:6].Cl[CH2:14][C:15]1[C:16]([NH:23][CH:24]([CH3:26])[CH3:25])=[N:17][C:18]([S:21][CH3:22])=[N:19][CH:20]=1.[I-].[Na+].C(N(C(C)C)CC)(C)C, predict the reaction product. The product is: [CH:24]([NH:23][C:16]1[C:15]([CH2:14][NH:1][C:2]2[CH:3]=[C:4]([CH:7]=[C:8]([N+:10]([O-:12])=[O:11])[CH:9]=2)[C:5]#[N:6])=[CH:20][N:19]=[C:18]([S:21][CH3:22])[N:17]=1)([CH3:26])[CH3:25]. (6) Given the reactants [NH2:1][C:2]1[CH:3]=[CH:4][C:5]([CH2:8][C:9]([O:11][CH2:12][CH3:13])=[O:10])=[N:6][CH:7]=1.[C:14](O[C:14]([O:16][C:17]([CH3:20])([CH3:19])[CH3:18])=[O:15])([O:16][C:17]([CH3:20])([CH3:19])[CH3:18])=[O:15], predict the reaction product. The product is: [C:17]([O:16][C:14]([NH:1][C:2]1[CH:3]=[CH:4][C:5]([CH2:8][C:9]([O:11][CH2:12][CH3:13])=[O:10])=[N:6][CH:7]=1)=[O:15])([CH3:20])([CH3:19])[CH3:18].